From a dataset of NCI-60 drug combinations with 297,098 pairs across 59 cell lines. Regression. Given two drug SMILES strings and cell line genomic features, predict the synergy score measuring deviation from expected non-interaction effect. (1) Drug 1: C1C(C(OC1N2C=C(C(=O)NC2=O)F)CO)O. Drug 2: CCC(=C(C1=CC=CC=C1)C2=CC=C(C=C2)OCCN(C)C)C3=CC=CC=C3.C(C(=O)O)C(CC(=O)O)(C(=O)O)O. Cell line: NCI-H522. Synergy scores: CSS=6.31, Synergy_ZIP=-5.23, Synergy_Bliss=0.360, Synergy_Loewe=0.192, Synergy_HSA=0.723. (2) Drug 1: CC1=C(C=C(C=C1)NC2=NC=CC(=N2)N(C)C3=CC4=NN(C(=C4C=C3)C)C)S(=O)(=O)N.Cl. Drug 2: CC(C)NC(=O)C1=CC=C(C=C1)CNNC.Cl. Cell line: SK-MEL-28. Synergy scores: CSS=-5.02, Synergy_ZIP=3.88, Synergy_Bliss=4.12, Synergy_Loewe=-3.14, Synergy_HSA=-2.39. (3) Drug 1: C1CCC(C1)C(CC#N)N2C=C(C=N2)C3=C4C=CNC4=NC=N3. Drug 2: CCC1=CC2CC(C3=C(CN(C2)C1)C4=CC=CC=C4N3)(C5=C(C=C6C(=C5)C78CCN9C7C(C=CC9)(C(C(C8N6C)(C(=O)OC)O)OC(=O)C)CC)OC)C(=O)OC.C(C(C(=O)O)O)(C(=O)O)O. Cell line: UO-31. Synergy scores: CSS=15.4, Synergy_ZIP=-6.29, Synergy_Bliss=-4.41, Synergy_Loewe=-0.925, Synergy_HSA=-0.664. (4) Drug 1: CC12CCC3C(C1CCC2=O)CC(=C)C4=CC(=O)C=CC34C. Drug 2: CCC1(C2=C(COC1=O)C(=O)N3CC4=CC5=C(C=CC(=C5CN(C)C)O)N=C4C3=C2)O.Cl. Cell line: DU-145. Synergy scores: CSS=64.2, Synergy_ZIP=-2.06, Synergy_Bliss=-3.04, Synergy_Loewe=-28.5, Synergy_HSA=-1.10. (5) Drug 1: CCC1=CC2CC(C3=C(CN(C2)C1)C4=CC=CC=C4N3)(C5=C(C=C6C(=C5)C78CCN9C7C(C=CC9)(C(C(C8N6C)(C(=O)OC)O)OC(=O)C)CC)OC)C(=O)OC. Drug 2: C1=CC(=C(C=C1I)F)NC2=C(C=CC(=C2F)F)C(=O)NOCC(CO)O. Cell line: HCT116. Synergy scores: CSS=65.3, Synergy_ZIP=3.87, Synergy_Bliss=1.90, Synergy_Loewe=2.54, Synergy_HSA=5.30. (6) Drug 1: CC1=C(C(=CC=C1)Cl)NC(=O)C2=CN=C(S2)NC3=CC(=NC(=N3)C)N4CCN(CC4)CCO. Drug 2: C1CN(P(=O)(OC1)NCCCl)CCCl. Cell line: SNB-19. Synergy scores: CSS=4.83, Synergy_ZIP=-0.589, Synergy_Bliss=3.21, Synergy_Loewe=-6.05, Synergy_HSA=0.139.